This data is from Full USPTO retrosynthesis dataset with 1.9M reactions from patents (1976-2016). The task is: Predict the reactants needed to synthesize the given product. (1) Given the product [ClH:29].[CH3:28][N:2]([CH3:1])[C:3]1([C:22]2[CH:27]=[CH:26][CH:25]=[CH:24][N:23]=2)[CH2:4][CH2:5][CH:6]([CH2:9][C:10]([NH:12][CH2:13][CH2:14][CH2:15][C:16]2[CH:17]=[CH:18][CH:19]=[CH:20][CH:21]=2)=[O:11])[CH2:7][CH2:8]1, predict the reactants needed to synthesize it. The reactants are: [CH3:1][N:2]([CH3:28])[C:3]1([C:22]2[CH:27]=[CH:26][CH:25]=[CH:24][N:23]=2)[CH2:8][CH2:7][CH:6]([CH2:9][C:10]([NH:12][CH2:13][CH2:14][CH2:15][C:16]2[CH:21]=[CH:20][CH:19]=[CH:18][CH:17]=2)=[O:11])[CH2:5][CH2:4]1.[Cl:29][Si](C)(C)C. (2) Given the product [C:17]([NH:25][C:26]([NH:1][CH:2]1[CH2:7][CH2:6][CH:5]([CH2:8][NH:9][C:10](=[O:16])[O:11][C:12]([CH3:13])([CH3:15])[CH3:14])[CH2:4][CH2:3]1)=[S:27])(=[O:24])[C:18]1[CH:23]=[CH:22][CH:21]=[CH:20][CH:19]=1, predict the reactants needed to synthesize it. The reactants are: [NH2:1][CH:2]1[CH2:7][CH2:6][CH:5]([CH2:8][NH:9][C:10](=[O:16])[O:11][C:12]([CH3:15])([CH3:14])[CH3:13])[CH2:4][CH2:3]1.[C:17]([N:25]=[C:26]=[S:27])(=[O:24])[C:18]1[CH:23]=[CH:22][CH:21]=[CH:20][CH:19]=1. (3) Given the product [OH:27][C:28]([CH3:34])([CH3:33])[CH2:29][C:30]([O:26][CH:23]([C:5]1[C:6]2[N:7]3[CH2:14][CH2:13][CH2:12][N:11]([C:15]4[CH:20]=[CH:19][C:18]([Cl:21])=[CH:17][C:16]=4[Cl:22])[C:8]3=[N:9][C:10]=2[C:2]([Cl:1])=[CH:3][CH:4]=1)[CH2:24][CH3:25])=[O:31], predict the reactants needed to synthesize it. The reactants are: [Cl:1][C:2]1[C:10]2[N:9]=[C:8]3[N:11]([C:15]4[CH:20]=[CH:19][C:18]([Cl:21])=[CH:17][C:16]=4[Cl:22])[CH2:12][CH2:13][CH2:14][N:7]3[C:6]=2[C:5]([CH:23]([OH:26])[CH2:24][CH3:25])=[CH:4][CH:3]=1.[OH:27][C:28]([CH3:34])([CH3:33])[CH2:29][C:30](O)=[O:31].C(N(CC)CC)C.Cl.C(N=C=NCCCN(C)C)C. (4) Given the product [ClH:18].[ClH:37].[F:1][C:2]([F:36])([F:35])[C:3]1[CH:4]=[C:5]([CH:28]=[C:29]([C:31]([F:34])([F:33])[F:32])[CH:30]=1)[C:6]([N:8]1[CH2:13][CH2:12][N:11]([CH2:14]/[CH:15]=[CH:16]/[CH2:17][N:40]2[CH2:41][CH2:42][O:43][CH2:44][C:39]2([CH3:45])[CH3:38])[CH2:10][C@H:9]1[CH2:19][C:20]1[CH:25]=[CH:24][C:23]([CH3:26])=[C:22]([CH3:27])[CH:21]=1)=[O:7], predict the reactants needed to synthesize it. The reactants are: [F:1][C:2]([F:36])([F:35])[C:3]1[CH:4]=[C:5]([CH:28]=[C:29]([C:31]([F:34])([F:33])[F:32])[CH:30]=1)[C:6]([N:8]1[CH2:13][CH2:12][N:11]([CH2:14]/[CH:15]=[CH:16]/[CH2:17][Cl:18])[CH2:10][C@H:9]1[CH2:19][C:20]1[CH:25]=[CH:24][C:23]([CH3:26])=[C:22]([CH3:27])[CH:21]=1)=[O:7].[ClH:37].[CH3:38][C:39]1([CH3:45])[CH2:44][O:43][CH2:42][CH2:41][NH:40]1.C(=O)([O-])[O-].[K+].[K+]. (5) Given the product [O:1]=[C:2]1[CH2:7][CH2:6][CH2:5][CH:4]([C:8]([O:10][CH2:11][CH3:12])=[O:9])[CH2:3]1, predict the reactants needed to synthesize it. The reactants are: [O:1]=[C:2]1[CH2:7][CH2:6][CH2:5][CH:4]([C:8]([OH:10])=[O:9])[CH2:3]1.[CH2:11](O)[CH3:12]. (6) Given the product [NH2:12][C:7]1[CH:8]=[N:9][C:10]2[C:5]([C:6]=1[NH:15][NH:16][C:17]([O:19][C:20]([CH3:22])([CH3:21])[CH3:23])=[O:18])=[CH:4][CH:3]=[C:2]([Br:1])[CH:11]=2, predict the reactants needed to synthesize it. The reactants are: [Br:1][C:2]1[CH:11]=[C:10]2[C:5]([C:6]([NH:15][NH:16][C:17]([O:19][C:20]([CH3:23])([CH3:22])[CH3:21])=[O:18])=[C:7]([N+:12]([O-])=O)[CH:8]=[N:9]2)=[CH:4][CH:3]=1. (7) Given the product [C:1]([C:5]1[CH:6]=[C:7]2[C:12](=[CH:13][CH:14]=1)[C:11](=[O:15])[N:10]([C:16]1[CH:26]=[CH:25][CH:24]=[C:23]([C:37]3[CH:38]=[C:39]([NH:45][C:46]4[CH:51]=[CH:50][C:49]([C:52]([N:54]5[CH2:55][CH2:56][O:57][CH2:58][CH2:59]5)=[O:53])=[CH:48][N:47]=4)[C:40](=[O:44])[N:41]([CH3:43])[N:42]=3)[C:17]=1[CH2:18][OH:19])[N:9]=[CH:8]2)([CH3:4])([CH3:2])[CH3:3], predict the reactants needed to synthesize it. The reactants are: [C:1]([C:5]1[CH:6]=[C:7]2[C:12](=[CH:13][CH:14]=1)[C:11](=[O:15])[N:10]([C:16]1[CH:26]=[CH:25][CH:24]=[C:23](B3OC(C)(C)C(C)(C)O3)[C:17]=1[CH2:18][O:19]C(=O)C)[N:9]=[CH:8]2)([CH3:4])([CH3:3])[CH3:2].Cl[C:37]1[CH:38]=[C:39]([NH:45][C:46]2[CH:51]=[CH:50][C:49]([C:52]([N:54]3[CH2:59][CH2:58][O:57][CH2:56][CH2:55]3)=[O:53])=[CH:48][N:47]=2)[C:40](=[O:44])[N:41]([CH3:43])[N:42]=1.CC(C1C=C(C(C)C)C(C2C=CC=CC=2P(C2CCCCC2)C2CCCCC2)=C(C(C)C)C=1)C.[O-]P([O-])([O-])=O.[K+].[K+].[K+].